From a dataset of Forward reaction prediction with 1.9M reactions from USPTO patents (1976-2016). Predict the product of the given reaction. (1) The product is: [ClH:24].[F:23][C:20]1[CH:19]=[CH:18][C:17]([O:16][CH2:15][CH2:14][CH:11]2[CH2:10][CH2:9][NH:8][CH2:13][CH2:12]2)=[CH:22][CH:21]=1. Given the reactants C(OC([N:8]1[CH2:13][CH2:12][CH:11]([CH2:14][CH2:15][O:16][C:17]2[CH:22]=[CH:21][C:20]([F:23])=[CH:19][CH:18]=2)[CH2:10][CH2:9]1)=O)(C)(C)C.[ClH:24], predict the reaction product. (2) Given the reactants [CH3:1][S:2][C:3]1[N:4]=[CH:5][C:6]2[CH:12]=[CH:11][C:10](=[O:13])[N:9]([C:14]3[CH:15]=[C:16]([NH:20][C:21](=O)[O:22]C(C)(C)C)[CH:17]=[CH:18][CH:19]=3)[C:7]=2[N:8]=1.[C:28](O)([C:30](F)(F)F)=O.C(Cl)(=O)C=C, predict the reaction product. The product is: [CH3:1][S:2][C:3]1[N:4]=[CH:5][C:6]2[CH:12]=[CH:11][C:10](=[O:13])[N:9]([C:14]3[CH:15]=[C:16]([NH:20][C:21](=[O:22])[CH:28]=[CH2:30])[CH:17]=[CH:18][CH:19]=3)[C:7]=2[N:8]=1. (3) Given the reactants [OH:1][C:2]1[CH:9]=[CH:8][C:5]([CH:6]=[O:7])=[CH:4][C:3]=1[CH3:10].Br[CH2:12][CH2:13][CH2:14][CH3:15], predict the reaction product. The product is: [CH2:12]([O:1][C:2]1[CH:9]=[CH:8][C:5]([CH:6]=[O:7])=[CH:4][C:3]=1[CH3:10])[CH2:13][CH2:14][CH3:15]. (4) Given the reactants C[O:2][C:3](=[O:31])[C@@H:4]([O:28][CH2:29][CH3:30])[CH2:5][C:6]1[CH:11]=[CH:10][C:9]([O:12][CH2:13][C:14]2[N:15]=[C:16]([C:20]3[CH:25]=[CH:24][CH:23]=[CH:22][C:21]=3[CH3:26])[O:17][C:18]=2[CH3:19])=[CH:8][C:7]=1[CH3:27].[Li+].[OH-].Cl, predict the reaction product. The product is: [CH2:29]([O:28][C@@H:4]([CH2:5][C:6]1[CH:11]=[CH:10][C:9]([O:12][CH2:13][C:14]2[N:15]=[C:16]([C:20]3[CH:25]=[CH:24][CH:23]=[CH:22][C:21]=3[CH3:26])[O:17][C:18]=2[CH3:19])=[CH:8][C:7]=1[CH3:27])[C:3]([OH:31])=[O:2])[CH3:30]. (5) Given the reactants [CH3:1][C:2]1([CH3:13])[C:10]2[C:5](=[C:6]([NH2:11])[CH:7]=[CH:8][CH:9]=2)[C:4](=[O:12])[NH:3]1.C(=O)([O-])[O-].[K+].[K+].[CH2:20](Br)[C:21]1[CH:26]=[CH:25][CH:24]=[CH:23][CH:22]=1, predict the reaction product. The product is: [CH2:20]([N:11]([CH2:4][C:5]1[CH:10]=[CH:9][CH:8]=[CH:7][CH:6]=1)[C:6]1[CH:7]=[CH:8][CH:9]=[C:10]2[C:5]=1[C:4](=[O:12])[NH:3][C:2]2([CH3:13])[CH3:1])[C:21]1[CH:26]=[CH:25][CH:24]=[CH:23][CH:22]=1. (6) Given the reactants [F:1][C:2]1[CH:3]=[C:4]([N:10]2[C:14](=[O:15])[CH2:13][CH:12]([C:16](O)=[O:17])[CH2:11]2)[CH:5]=[CH:6][C:7]=1[O:8][CH3:9].CCN(CC)CC.ClC(OCC(C)C)=O.[BH4-].[Na+].C([O-])(O)=O.[Na+], predict the reaction product. The product is: [F:1][C:2]1[CH:3]=[C:4]([N:10]2[CH2:11][CH:12]([CH2:16][OH:17])[CH2:13][C:14]2=[O:15])[CH:5]=[CH:6][C:7]=1[O:8][CH3:9]. (7) The product is: [NH2:22][C:21]1[CH:20]=[CH:19][C:4]([CH2:5][CH:6]2[CH2:7][CH2:8][N:9]([C:12]([O:14][C:15]([CH3:18])([CH3:16])[CH3:17])=[O:13])[CH2:10][CH2:11]2)=[CH:3][C:2]=1[F:1]. Given the reactants [F:1][C:2]1[CH:3]=[C:4]([CH:19]=[CH:20][C:21]=1[N+:22]([O-])=O)[CH:5]=[C:6]1[CH2:11][CH2:10][N:9]([C:12]([O:14][C:15]([CH3:18])([CH3:17])[CH3:16])=[O:13])[CH2:8][CH2:7]1.O1CCCC1.[F-].[K+], predict the reaction product.